Dataset: Catalyst prediction with 721,799 reactions and 888 catalyst types from USPTO. Task: Predict which catalyst facilitates the given reaction. (1) Reactant: Br[C:2]1[C:7]([CH3:8])=[CH:6][CH:5]=[CH:4][N:3]=1.C([Li])CCC.[CH2:14]([Sn:18](Cl)([CH2:23][CH2:24][CH2:25][CH3:26])[CH2:19][CH2:20][CH2:21][CH3:22])[CH2:15][CH2:16][CH3:17].O. Product: [CH3:8][C:7]1[C:2]([Sn:18]([CH2:19][CH2:20][CH2:21][CH3:22])([CH2:23][CH2:24][CH2:25][CH3:26])[CH2:14][CH2:15][CH2:16][CH3:17])=[N:3][CH:4]=[CH:5][CH:6]=1. The catalyst class is: 188. (2) Reactant: [CH3:1][O:2][C:3]1[CH:8]=[CH:7][C:6]([C:9]([F:12])([F:11])[F:10])=[CH:5][C:4]=1[NH:13][C:14](=[O:19])[C:15]([CH3:18])([CH3:17])[CH3:16].C1(C)C=CC=CC=1.[Li]CCCC.[C:32](=[O:34])=[O:33]. Product: [CH3:1][O:2][C:3]1[C:4]([NH:13][C:14](=[O:19])[C:15]([CH3:16])([CH3:18])[CH3:17])=[C:5]([C:6]([C:9]([F:12])([F:11])[F:10])=[CH:7][CH:8]=1)[C:32]([OH:34])=[O:33]. The catalyst class is: 20. (3) Reactant: [C:1]([OH:5])(=[O:4])[CH:2]=[CH2:3].C[O:7][C:8]1[CH:10]=[CH:9][C:8]([OH:7])=[CH:10][CH:9]=1.[Cl-].[Mg+2].[Cl-].O=C=[N:20][CH:21]1[CH2:30][C:29]([CH3:32])([CH3:31])[CH2:28][C:23](C)([CH2:24]N=C=O)[CH2:22]1.C(=O)=O. Product: [C:1]([NH2:20])(=[O:5])[CH:2]=[CH2:3].[C:8]([NH2:20])(=[O:7])[CH:9]=[CH2:10].[O:4]=[C:21]1[CH2:30][C:29]([CH3:32])([CH3:31])[CH2:28][C:23]([CH3:24])=[CH:22]1. The catalyst class is: 60. (4) Reactant: Cl[C:2]1[N:7]=[C:6]([N:8]2[CH2:13][CH2:12][O:11][CH2:10][CH2:9]2)[C:5]2[CH2:14][CH2:15][CH2:16][C:4]=2[N:3]=1.[CH3:17][O:18][C:19]([C:21]1([C:25]2[CH:30]=[CH:29][C:28]([NH2:31])=[CH:27][CH:26]=2)[CH2:24][CH2:23][CH2:22]1)=[O:20]. Product: [CH3:17][O:18][C:19]([C:21]1([C:25]2[CH:26]=[CH:27][C:28]([NH:31][C:2]3[N:7]=[C:6]([N:8]4[CH2:13][CH2:12][O:11][CH2:10][CH2:9]4)[C:5]4[CH2:14][CH2:15][CH2:16][C:4]=4[N:3]=3)=[CH:29][CH:30]=2)[CH2:22][CH2:23][CH2:24]1)=[O:20]. The catalyst class is: 32.